The task is: Regression. Given two drug SMILES strings and cell line genomic features, predict the synergy score measuring deviation from expected non-interaction effect.. This data is from NCI-60 drug combinations with 297,098 pairs across 59 cell lines. Drug 1: CN(CCCl)CCCl.Cl. Drug 2: COC1=C2C(=CC3=C1OC=C3)C=CC(=O)O2. Cell line: OVCAR-4. Synergy scores: CSS=-1.65, Synergy_ZIP=-0.562, Synergy_Bliss=-2.98, Synergy_Loewe=-3.48, Synergy_HSA=-3.45.